Dataset: Peptide-MHC class I binding affinity with 185,985 pairs from IEDB/IMGT. Task: Regression. Given a peptide amino acid sequence and an MHC pseudo amino acid sequence, predict their binding affinity value. This is MHC class I binding data. (1) The binding affinity (normalized) is 0. The MHC is HLA-A68:02 with pseudo-sequence HLA-A68:02. The peptide sequence is YQGDYKLFL. (2) The peptide sequence is FFTYLCGFI. The MHC is HLA-A24:02 with pseudo-sequence HLA-A24:02. The binding affinity (normalized) is 0.0905. (3) The peptide sequence is RMNAVSTIL. The MHC is HLA-C15:02 with pseudo-sequence HLA-C15:02. The binding affinity (normalized) is 0.763. (4) The binding affinity (normalized) is 0.0847. The MHC is HLA-A26:01 with pseudo-sequence HLA-A26:01. The peptide sequence is ISCQIYNAL. (5) The peptide sequence is ENPYRTWAYH. The MHC is HLA-A26:01 with pseudo-sequence HLA-A26:01. The binding affinity (normalized) is 0.